Predict the product of the given reaction. From a dataset of Forward reaction prediction with 1.9M reactions from USPTO patents (1976-2016). (1) Given the reactants [C:1]1([C@H:13]2[C@@H:17]([C:18]3[C:26]4[C:21](=[CH:22][CH:23]=[CH:24][CH:25]=4)[NH:20][CH:19]=3)[C:16](=[O:27])[NH:15][C:14]2=[O:28])[C:11]2=[C:12]3[C:7](=[CH:8][CH:9]=[CH:10]2)[CH2:6][CH2:5][CH2:4][N:3]3[CH:2]=1.N1C2C(=CC=CC=2)CCC1.N1C2C(=CC=CC=2)C(CC(N)=O)=C1.COC(=O)C=O, predict the reaction product. The product is: [C:1]1([C:13]2[C:14](=[O:28])[NH:15][C:16](=[O:27])[C:17]=2[C:18]2[C:26]3[C:21](=[CH:22][CH:23]=[CH:24][CH:25]=3)[NH:20][CH:19]=2)[C:11]2=[C:12]3[C:7](=[CH:8][CH:9]=[CH:10]2)[CH2:6][CH2:5][CH2:4][N:3]3[CH:2]=1. (2) Given the reactants [C:1]([C:3]1[CH:49]=[CH:48][C:6]2[N:7](COCC[Si](C)(C)C)[C:8]([C:10]([NH:33][S:34]([C:36]([CH3:39])([CH3:38])[CH3:37])=[O:35])([C:12]3[C:20]([CH3:21])=[CH:19][C:18]([CH3:22])=[C:17]4[C:13]=3[CH:14]=[CH:15][N:16]4[S:23]([C:26]3[CH:32]=[CH:31][C:29]([CH3:30])=[CH:28][CH:27]=3)(=[O:25])=[O:24])[CH3:11])=[N:9][C:5]=2[CH:4]=1)#[N:2].C(C1C=CC2N=C(C(NS(C(C)(C)C)=O)(C3C(C)=CC(C)=C4C=3C=CN4S(C3C=CC(C)=CC=3)(=O)=O)C)N(COCC[Si](C)(C)C)C=2C=1)#N, predict the reaction product. The product is: [C:1]([C:3]1[CH:49]=[CH:48][C:6]2[NH:7][C:8]([C:10]([NH:33][S:34]([C:36]([CH3:38])([CH3:37])[CH3:39])=[O:35])([C:12]3[C:20]([CH3:21])=[CH:19][C:18]([CH3:22])=[C:17]4[C:13]=3[CH:14]=[CH:15][N:16]4[S:23]([C:26]3[CH:32]=[CH:31][C:29]([CH3:30])=[CH:28][CH:27]=3)(=[O:25])=[O:24])[CH3:11])=[N:9][C:5]=2[CH:4]=1)#[N:2]. (3) Given the reactants Br[C:2]1[CH:7]=[CH:6][C:5]([S:8]([N:11]2[CH2:16][CH2:15][N:14]([CH2:17][C:18]3[CH:23]=[CH:22][CH:21]=[CH:20][CH:19]=3)[CH2:13][CH2:12]2)(=[O:10])=[O:9])=[CH:4][CH:3]=1.C([O-])(=O)C.[K+].[CH3:29][O:30][C:31]1[CH:36]=[CH:35][N:34]=[C:33]([CH2:37][CH2:38][C:39]2[NH:48][C:42]3=[N:43][CH:44]=[C:45](I)[CH:46]=[C:41]3[N:40]=2)[CH:32]=1.C(=O)([O-])[O-].[K+].[K+].[Cl-].[Li+], predict the reaction product. The product is: [CH3:29][O:30][C:31]1[CH:36]=[CH:35][N:34]=[C:33]([CH2:37][CH2:38][C:39]2[NH:48][C:42]3=[N:43][CH:44]=[C:45]([C:2]4[CH:3]=[CH:4][C:5]([S:8]([N:11]5[CH2:12][CH2:13][N:14]([CH2:17][C:18]6[CH:19]=[CH:20][CH:21]=[CH:22][CH:23]=6)[CH2:15][CH2:16]5)(=[O:9])=[O:10])=[CH:6][CH:7]=4)[CH:46]=[C:41]3[N:40]=2)[CH:32]=1. (4) Given the reactants [CH:1]1([C:4]2[N:8]=[C:7]([C:9]3[C:10]4[CH2:18][CH2:17][CH:16]([F:19])[CH2:15][C:11]=4[S:12][C:13]=3[NH2:14])[O:6][N:5]=2)[CH2:3][CH2:2]1.[C:20]12[C:28](=[O:29])[O:27][C:25](=[O:26])[C:21]=1[CH2:22][CH2:23][CH2:24]2, predict the reaction product. The product is: [CH:1]1([C:4]2[N:8]=[C:7]([C:9]3[C:10]4[CH2:18][CH2:17][CH:16]([F:19])[CH2:15][C:11]=4[S:12][C:13]=3[NH:14][C:28]([C:20]3[CH2:24][CH2:23][CH2:22][C:21]=3[C:25]([OH:27])=[O:26])=[O:29])[O:6][N:5]=2)[CH2:3][CH2:2]1. (5) Given the reactants Cl.[CH3:2][O:3][C:4](=[O:9])[C@H:5]([CH2:7][OH:8])[NH2:6].[F:10][C:11]1[CH:12]=[C:13]([S:18](Cl)(=[O:20])=[O:19])[CH:14]=[CH:15][C:16]=1[F:17], predict the reaction product. The product is: [F:10][C:11]1[CH:12]=[C:13]([S:18]([NH:6][C@@H:5]([CH2:7][OH:8])[C:4]([O:3][CH3:2])=[O:9])(=[O:19])=[O:20])[CH:14]=[CH:15][C:16]=1[F:17]. (6) Given the reactants [NH:1]1[CH2:6][CH2:5][O:4][CH2:3][CH2:2]1.[Br:7][C:8]1[CH:13]=[CH:12][CH:11]=[C:10](Br)[N:9]=1.C(=O)([O-])[O-].[Cs+].[Cs+].O, predict the reaction product. The product is: [Br:7][C:8]1[CH:13]=[CH:12][CH:11]=[C:10]([N:1]2[CH2:6][CH2:5][O:4][CH2:3][CH2:2]2)[N:9]=1. (7) Given the reactants [Cl:1][C:2]1[C:3]([O:16][CH2:17][O:18][CH3:19])=[CH:4][C:5]([O:12][CH2:13][O:14][CH3:15])=[C:6]([CH:11]=1)[C:7]([O:9][CH3:10])=[O:8].Cl[O-].[Ca+2].Cl[O-].COCOC1C=C(OCOC)C=CC=1C(OC)=O, predict the reaction product. The product is: [Cl:1][C:2]1[C:3]([O:16][CH2:17][O:18][CH3:19])=[CH:4][C:5]([O:12][CH2:13][O:14][CH3:15])=[C:6]([CH:11]=1)[C:7]([OH:9])=[O:8].[Cl:1][C:2]1[C:3]([O:16][CH2:17][O:18][CH3:19])=[CH:4][C:5]([O:12][CH2:13][O:14][CH3:15])=[C:6]([CH:11]=1)[C:7]([O:9][CH3:10])=[O:8].